Task: Regression. Given a peptide amino acid sequence and an MHC pseudo amino acid sequence, predict their binding affinity value. This is MHC class II binding data.. Dataset: Peptide-MHC class II binding affinity with 134,281 pairs from IEDB (1) The peptide sequence is EDDLLNRNNTFKPFA. The MHC is HLA-DQA10301-DQB10302 with pseudo-sequence HLA-DQA10301-DQB10302. The binding affinity (normalized) is 0.0384. (2) The peptide sequence is SGHAFGAMAKKGDEQ. The MHC is DRB1_0301 with pseudo-sequence DRB1_0301. The binding affinity (normalized) is 0. (3) The peptide sequence is CVPKVTFTVEKGSNE. The MHC is HLA-DPA10103-DPB10201 with pseudo-sequence HLA-DPA10103-DPB10201. The binding affinity (normalized) is 0.397. (4) The peptide sequence is IIEECEHLEDGIYGI. The MHC is DRB1_0301 with pseudo-sequence DRB1_0301. The binding affinity (normalized) is 0.192.